From a dataset of Reaction yield outcomes from USPTO patents with 853,638 reactions. Predict the reaction yield, written as a fraction of the theoretical maximum amount of product (1.0 means a 100% yield; for example, 0.34 means a 34% yield). (1) The reactants are [CH3:1][C:2]1[CH:3]=[C:4]([CH:6]=[C:7]([C:9]2[S:13][CH:12]=[N:11][CH:10]=2)[CH:8]=1)[NH2:5].Cl[C:15]1[N:20]=[C:19]([C:21]2[N:22]=[N:23][N:24]([CH2:26][C:27]3[CH:32]=[CH:31][C:30]([O:33][CH3:34])=[CH:29][CH:28]=3)[CH:25]=2)[CH:18]=[CH:17][N:16]=1.CC1(C)C2C(=C(P(C3C=CC=CC=3)C3C=CC=CC=3)C=CC=2)OC2C(P(C3C=CC=CC=3)C3C=CC=CC=3)=CC=CC1=2.C([O-])([O-])=O.[Cs+].[Cs+]. The catalyst is O1CCOCC1.CC([O-])=O.CC([O-])=O.[Pd+2]. The product is [CH3:34][O:33][C:30]1[CH:29]=[CH:28][C:27]([CH2:26][N:24]2[CH:25]=[C:21]([C:19]3[CH:18]=[CH:17][N:16]=[C:15]([NH:5][C:4]4[CH:6]=[C:7]([C:9]5[S:13][CH:12]=[N:11][CH:10]=5)[CH:8]=[C:2]([CH3:1])[CH:3]=4)[N:20]=3)[N:22]=[N:23]2)=[CH:32][CH:31]=1. The yield is 0.330. (2) The reactants are [S:1]1[CH:5]=[CH:4][CH:3]=[C:2]1[C:6]([OH:8])=[O:7].C([Li])CCC.[C:14](=[O:16])=[O:15]. The catalyst is C1COCC1. The product is [S:1]1[CH:5]=[CH:4][C:3]([C:14]([OH:16])=[O:15])=[C:2]1[C:6]([OH:8])=[O:7]. The yield is 0.820. (3) The reactants are [NH2:1][C:2]1[N:10]=[C:9]([F:11])[N:8]=[C:7]2[C:3]=1[N:4]=[C:5]([CH2:18][C:19]1[C:27]([I:28])=[CH:26][C:22]3[O:23][CH2:24][O:25][C:21]=3[CH:20]=1)[N:6]2[CH2:12][CH2:13][CH2:14][C:15](=[O:17])[CH3:16].[BH4-].[Na+]. The catalyst is CO. The product is [NH2:1][C:2]1[N:10]=[C:9]([F:11])[N:8]=[C:7]2[C:3]=1[N:4]=[C:5]([CH2:18][C:19]1[C:27]([I:28])=[CH:26][C:22]3[O:23][CH2:24][O:25][C:21]=3[CH:20]=1)[N:6]2[CH2:12][CH2:13][CH2:14][CH:15]([OH:17])[CH3:16]. The yield is 0.620. (4) The reactants are [Cl-].[Al+3].[Cl-].[Cl-].[O:5]1[C:10]2[CH:11]=[CH:12][CH:13]=[CH:14][C:9]=2[CH2:8][CH2:7][CH2:6]1.[Cl:15][CH2:16][C:17](Cl)=[O:18]. The catalyst is ClCCl. The product is [Cl:15][CH2:16][C:17]([C:13]1[CH:12]=[CH:11][C:10]2[O:5][CH2:6][CH2:7][CH2:8][C:9]=2[CH:14]=1)=[O:18]. The yield is 0.350. (5) The reactants are [Cl:1][C:2]1[CH:3]=[C:4]([CH:7]=[CH:8][C:9]=1[Cl:10])[CH2:5][NH2:6].C(N(C(C)C)CC)(C)C.Cl[C:21](OC1C=CC([N+]([O-])=O)=CC=1)=[O:22].[NH2:33][CH:34]1[CH2:39][CH2:38][N:37]([CH3:40])[CH2:36][CH2:35]1. The catalyst is C1COCC1. The product is [Cl:1][C:2]1[CH:3]=[C:4]([CH:7]=[CH:8][C:9]=1[Cl:10])[CH2:5][NH:6][C:21]([NH:33][CH:34]1[CH2:39][CH2:38][N:37]([CH3:40])[CH2:36][CH2:35]1)=[O:22]. The yield is 0.220.